This data is from Reaction yield outcomes from USPTO patents with 853,638 reactions. The task is: Predict the reaction yield, written as a fraction of the theoretical maximum amount of product (1.0 means a 100% yield; for example, 0.34 means a 34% yield). (1) The reactants are [CH3:1][N:2]1[C:6](=[O:7])[CH2:5][C:4]([C:8]2[CH:13]=[CH:12][C:11]([S:14][CH:15]([CH3:17])[CH3:16])=[CH:10][CH:9]=2)=[N:3]1.O.[CH2:19]([O:21]CC)C. No catalyst specified. The product is [OH:7][C:6]1[N:2]([CH3:1])[N:3]=[C:4]([C:8]2[CH:13]=[CH:12][C:11]([S:14][CH:15]([CH3:17])[CH3:16])=[CH:10][CH:9]=2)[C:5]=1[CH:19]=[O:21]. The yield is 0.850. (2) The reactants are [F:1][C:2]1[CH:3]=[C:4]([OH:11])[CH:5]=[CH:6][C:7]=1[N+:8]([O-])=O.O1CCCC1. The catalyst is C(O)C.[C].[Pd]. The product is [NH2:8][C:7]1[CH:6]=[CH:5][C:4]([OH:11])=[CH:3][C:2]=1[F:1]. The yield is 1.00. (3) The reactants are Cl[C:2]1[CH:7]=[C:6]([Cl:8])[N:5]=[CH:4][N:3]=1.[OH:9][CH2:10][CH2:11][N:12]1[CH2:17][CH2:16][O:15][CH2:14][CH2:13]1.C(=O)([O-])[O-].[K+].[K+]. The catalyst is C(#N)C. The product is [Cl:8][C:6]1[N:5]=[CH:4][N:3]=[C:2]([O:9][CH2:10][CH2:11][N:12]2[CH2:17][CH2:16][O:15][CH2:14][CH2:13]2)[CH:7]=1. The yield is 0.320.